From a dataset of Cav3 T-type calcium channel HTS with 100,875 compounds. Binary Classification. Given a drug SMILES string, predict its activity (active/inactive) in a high-throughput screening assay against a specified biological target. (1) The drug is o1c2c(c(cc1=O)C)ccc(OCC(=O)NCc1occc1)c2. The result is 0 (inactive). (2) The molecule is O=c1n(c2c(c(=O)n1Cc1occc1)cccc2)CC(=O)Nc1c(cc(cc1)C)C. The result is 0 (inactive). (3) The drug is S(=O)(=O)(N1CCN(CC1)c1ccccc1)c1ccc(F)cc1. The result is 0 (inactive). (4) The molecule is S=C(NCc1cc2c([nH]c(c2)C)cc1)NCC. The result is 0 (inactive). (5) The molecule is O1C(CN(CC1C)Cc1n(c2c(n1)n(c(=O)n(c2=O)C)C)CCCO)C. The result is 0 (inactive). (6) The drug is S(=O)(=O)(N(CC(=O)NCc1ccccc1)C)c1c(onc1C)C. The result is 0 (inactive). (7) The drug is Clc1c(C(=O)Nc2cc3c(oc2=O)n(c(=O)n(c3=O)C)C)cccc1. The result is 0 (inactive). (8) The result is 0 (inactive). The drug is O(Cc1n(c2c(n1)cccc2)CCOC)c1ccc(cc1)C. (9) The molecule is s1c(SCC#N)nnc1N. The result is 0 (inactive).